This data is from Reaction yield outcomes from USPTO patents with 853,638 reactions. The task is: Predict the reaction yield, written as a fraction of the theoretical maximum amount of product (1.0 means a 100% yield; for example, 0.34 means a 34% yield). The reactants are C[N+]1([O-])CC[O:5]CC1.[C:9]1(/[CH:15]=[CH:16]/[C:17]2[CH:22]=[CH:21][CH:20]=[CH:19][CH:18]=2)[CH:14]=[CH:13][CH:12]=[CH:11][CH:10]=1.[OH2:23].CC(C)=O.C(#N)C. The catalyst is O=[Os](=O)(=O)=O. The product is [C:9]1([CH:15]([OH:5])[CH:16]([C:17]2[CH:18]=[CH:19][CH:20]=[CH:21][CH:22]=2)[OH:23])[CH:14]=[CH:13][CH:12]=[CH:11][CH:10]=1. The yield is 0.930.